The task is: Predict the reaction yield, written as a fraction of the theoretical maximum amount of product (1.0 means a 100% yield; for example, 0.34 means a 34% yield).. This data is from Reaction yield outcomes from USPTO patents with 853,638 reactions. (1) The reactants are [CH3:1][C:2]1[C:3]([N+:11]([O-:13])=[O:12])=[C:4]([CH:8]=[CH:9][CH:10]=1)[CH2:5][CH2:6][OH:7].[S:14](Cl)([C:17]1[CH:23]=[CH:22][C:20]([CH3:21])=[CH:19][CH:18]=1)(=[O:16])=[O:15]. No catalyst specified. The product is [S:14]([C:17]1[CH:23]=[CH:22][C:20]([CH3:21])=[CH:19][CH:18]=1)([O:7][CH2:6][CH2:5][C:4]1[CH:8]=[CH:9][CH:10]=[C:2]([CH3:1])[C:3]=1[N+:11]([O-:13])=[O:12])(=[O:16])=[O:15]. The yield is 1.00. (2) The reactants are Cl.[CH2:2]([O:9][C:10]1[CH:16]=[CH:15][C:13]([NH2:14])=[CH:12][CH:11]=1)[C:3]1[CH:8]=[CH:7][CH:6]=[CH:5][CH:4]=1.[F:17][C:18]1[CH:23]=[CH:22][C:21]([NH:24][C:25]([C:27]2([C:30](O)=[O:31])[CH2:29][CH2:28]2)=[O:26])=[CH:20][CH:19]=1.CCN=C=NCCCN(C)C. The catalyst is C(Cl)Cl. The product is [F:17][C:18]1[CH:19]=[CH:20][C:21]([NH:24][C:25]([C:27]2([C:30]([NH:14][C:13]3[CH:12]=[CH:11][C:10]([O:9][CH2:2][C:3]4[CH:4]=[CH:5][CH:6]=[CH:7][CH:8]=4)=[CH:16][CH:15]=3)=[O:31])[CH2:29][CH2:28]2)=[O:26])=[CH:22][CH:23]=1. The yield is 0.950. (3) The reactants are [C:1]([C:3]1[CH:8]=[CH:7][C:6](B(O)O)=[CH:5][CH:4]=1)#[N:2].[C:12]([O:16][C:17](=[O:26])[NH:18][C:19]1[CH:24]=[CH:23][CH:22]=[C:21](Br)[N:20]=1)([CH3:15])([CH3:14])[CH3:13].C([O-])([O-])=O.[K+].[K+]. The catalyst is CN(C=O)C.O.C1C=CC([P]([Pd]([P](C2C=CC=CC=2)(C2C=CC=CC=2)C2C=CC=CC=2)([P](C2C=CC=CC=2)(C2C=CC=CC=2)C2C=CC=CC=2)[P](C2C=CC=CC=2)(C2C=CC=CC=2)C2C=CC=CC=2)(C2C=CC=CC=2)C2C=CC=CC=2)=CC=1. The product is [C:12]([O:16][C:17](=[O:26])[NH:18][C:19]1[CH:24]=[CH:23][CH:22]=[C:21]([C:6]2[CH:7]=[CH:8][C:3]([C:1]#[N:2])=[CH:4][CH:5]=2)[N:20]=1)([CH3:15])([CH3:14])[CH3:13]. The yield is 0.600.